From a dataset of Reaction yield outcomes from USPTO patents with 853,638 reactions. Predict the reaction yield, written as a fraction of the theoretical maximum amount of product (1.0 means a 100% yield; for example, 0.34 means a 34% yield). (1) The reactants are [C:1]([O:5][C:6]([N:8]1[CH2:13][CH2:12][CH:11]([C:14]2[CH:19]=[CH:18][C:17]([NH2:20])=[CH:16][CH:15]=2)[CH2:10][CH2:9]1)=[O:7])([CH3:4])([CH3:3])[CH3:2].[Br:21]N1C(=O)CCC1=O. The catalyst is C(Cl)Cl.CCOC(C)=O. The product is [C:1]([O:5][C:6]([N:8]1[CH2:13][CH2:12][CH:11]([C:14]2[CH:19]=[CH:18][C:17]([NH2:20])=[C:16]([Br:21])[CH:15]=2)[CH2:10][CH2:9]1)=[O:7])([CH3:4])([CH3:2])[CH3:3]. The yield is 1.00. (2) The reactants are Br[CH:2]1[CH2:6][CH2:5][N:4]([CH:7]2[CH2:12][CH2:11][N:10]([C:13]3[S:17][N:16]=[C:15]([CH:18]([CH3:20])[CH3:19])[N:14]=3)[CH2:9][CH2:8]2)[C:3]1=[O:21].[CH3:22][S:23][C:24]1[CH:29]=[CH:28][C:27]([OH:30])=[CH:26][CH:25]=1.C([O-])([O-])=O.[K+].[K+]. The catalyst is CN(C=O)C. The product is [CH:18]([C:15]1[N:14]=[C:13]([N:10]2[CH2:11][CH2:12][CH:7]([N:4]3[CH2:5][CH2:6][CH:2]([O:30][C:27]4[CH:28]=[CH:29][C:24]([S:23][CH3:22])=[CH:25][CH:26]=4)[C:3]3=[O:21])[CH2:8][CH2:9]2)[S:17][N:16]=1)([CH3:20])[CH3:19]. The yield is 0.313. (3) The reactants are [CH3:1][O:2][CH:3]1[CH2:22][C:6]2[NH:7][C:8]([C:10]3[C:11]([CH3:21])=[CH:12][C:13]([CH3:20])=[C:14]([CH:19]=3)[C:15]([O:17]C)=[O:16])=[N:9][C:5]=2[CH2:4]1.[OH-].[Na+]. The catalyst is CO.O. The product is [CH3:1][O:2][CH:3]1[CH2:4][C:5]2[NH:9][C:8]([C:10]3[C:11]([CH3:21])=[CH:12][C:13]([CH3:20])=[C:14]([CH:19]=3)[C:15]([OH:17])=[O:16])=[N:7][C:6]=2[CH2:22]1. The yield is 0.840. (4) The reactants are Cl.Cl.[F:3][C:4]1[CH:9]=[CH:8][C:7]([C:10]2[CH:11]=[N:12][C:13]([N:16]3[CH2:21][CH2:20][NH:19][CH2:18][CH2:17]3)=[N:14][CH:15]=2)=[CH:6][CH:5]=1.[CH2:22]([C@@H:29]1[CH2:33][O:32][C:31](=[O:34])[N:30]1[C:35](=[O:45])[C@H:36]([CH2:40][S:41](Cl)(=[O:43])=[O:42])[CH:37]([CH3:39])[CH3:38])[C:23]1[CH:28]=[CH:27][CH:26]=[CH:25][CH:24]=1.C(N(CC)CC)C. The catalyst is ClCCl. The product is [CH2:22]([C@@H:29]1[CH2:33][O:32][C:31](=[O:34])[N:30]1[C:35](=[O:45])[C@H:36]([CH2:40][S:41]([N:19]1[CH2:20][CH2:21][N:16]([C:13]2[N:14]=[CH:15][C:10]([C:7]3[CH:8]=[CH:9][C:4]([F:3])=[CH:5][CH:6]=3)=[CH:11][N:12]=2)[CH2:17][CH2:18]1)(=[O:43])=[O:42])[CH:37]([CH3:39])[CH3:38])[C:23]1[CH:28]=[CH:27][CH:26]=[CH:25][CH:24]=1. The yield is 0.690.